Dataset: NCI-60 drug combinations with 297,098 pairs across 59 cell lines. Task: Regression. Given two drug SMILES strings and cell line genomic features, predict the synergy score measuring deviation from expected non-interaction effect. Drug 1: CC1C(C(=O)NC(C(=O)N2CCCC2C(=O)N(CC(=O)N(C(C(=O)O1)C(C)C)C)C)C(C)C)NC(=O)C3=C4C(=C(C=C3)C)OC5=C(C(=O)C(=C(C5=N4)C(=O)NC6C(OC(=O)C(N(C(=O)CN(C(=O)C7CCCN7C(=O)C(NC6=O)C(C)C)C)C)C(C)C)C)N)C. Drug 2: COC1=NC(=NC2=C1N=CN2C3C(C(C(O3)CO)O)O)N. Cell line: UO-31. Synergy scores: CSS=0.239, Synergy_ZIP=-0.617, Synergy_Bliss=-0.981, Synergy_Loewe=-1.34, Synergy_HSA=-1.85.